Dataset: Forward reaction prediction with 1.9M reactions from USPTO patents (1976-2016). Task: Predict the product of the given reaction. (1) Given the reactants [CH2:1]([N:8]1[C@H:13]([CH2:14][CH2:15][O:16][Si:17]([C:20]([CH3:23])([CH3:22])[CH3:21])([CH3:19])[CH3:18])[CH2:12][O:11][CH:10]([CH3:24])[C:9]1=[O:25])[C:2]1[CH:7]=[CH:6][CH:5]=[CH:4][CH:3]=1.[CH:26]([N-]C(C)C)(C)C.[Li+].IC, predict the reaction product. The product is: [CH2:1]([N:8]1[C@H:13]([CH2:14][CH2:15][O:16][Si:17]([C:20]([CH3:21])([CH3:23])[CH3:22])([CH3:18])[CH3:19])[CH2:12][O:11][C:10]([CH3:26])([CH3:24])[C:9]1=[O:25])[C:2]1[CH:7]=[CH:6][CH:5]=[CH:4][CH:3]=1. (2) Given the reactants [C:1]1([C@H:7]([NH:9][C:10](=[O:46])[NH:11][C:12]2[N:17]=[CH:16][C:15]3[C:18]([NH:40][C:41](=[O:45])[O:42][CH2:43][CH3:44])=[N:19][N:20](C(C4C=CC=CC=4)(C4C=CC=CC=4)C4C=CC=CC=4)[C:14]=3[CH:13]=2)[CH3:8])[CH:6]=[CH:5][CH:4]=[CH:3][CH:2]=1.C([SiH](CC)CC)C, predict the reaction product. The product is: [C:1]1([C@H:7]([NH:9][C:10](=[O:46])[NH:11][C:12]2[N:17]=[CH:16][C:15]3[C:18]([NH:40][C:41](=[O:45])[O:42][CH2:43][CH3:44])=[N:19][NH:20][C:14]=3[CH:13]=2)[CH3:8])[CH:6]=[CH:5][CH:4]=[CH:3][CH:2]=1. (3) Given the reactants F[C:2]1[CH:7]=[CH:6][CH:5]=[C:4]([F:8])[C:3]=1[C:9](=[O:13])[CH2:10][CH2:11][CH3:12].[CH2:14]([NH2:21])[C:15]1[CH:20]=[CH:19][CH:18]=[CH:17][CH:16]=1.C(=O)([O-])[O-].[K+].[K+].O, predict the reaction product. The product is: [F:8][C:4]1[CH:5]=[CH:6][CH:7]=[C:2]([NH:21][CH2:14][C:15]2[CH:20]=[CH:19][CH:18]=[CH:17][CH:16]=2)[C:3]=1[C:9](=[O:13])[CH2:10][CH2:11][CH3:12]. (4) Given the reactants [CH3:1][C:2]1[NH:3][C:4]2[C:9]([CH:10]=1)=[C:8]([C:11]([F:14])([F:13])[F:12])[C:7]([C:15]#[N:16])=[CH:6][CH:5]=2.C([O-])([O-])=O.[Cs+].[Cs+].Br[CH2:24][C:25]#[N:26], predict the reaction product. The product is: [C:25]([CH2:24][N:3]1[C:4]2[C:9](=[C:8]([C:11]([F:12])([F:14])[F:13])[C:7]([C:15]#[N:16])=[CH:6][CH:5]=2)[CH:10]=[C:2]1[CH3:1])#[N:26]. (5) Given the reactants Cl[C:2]1[N:7]=[C:6]([C:8]2[CH:19]=[CH:18][C:11]([C:12]([NH:14][CH2:15][C:16]#[N:17])=[O:13])=[CH:10][CH:9]=2)[CH:5]=[CH:4][N:3]=1.[NH2:20][C:21]1[CH:30]=[CH:29][C:24]([NH:25][C:26](=[O:28])[CH3:27])=[CH:23][CH:22]=1.CCN(C(C)C)C(C)C.CS(C)=O, predict the reaction product. The product is: [C:26]([NH:25][C:24]1[CH:29]=[CH:30][C:21]([NH:20][C:2]2[N:7]=[C:6]([C:8]3[CH:19]=[CH:18][C:11]([C:12]([NH:14][CH2:15][C:16]#[N:17])=[O:13])=[CH:10][CH:9]=3)[CH:5]=[CH:4][N:3]=2)=[CH:22][CH:23]=1)(=[O:28])[CH3:27].